This data is from Catalyst prediction with 721,799 reactions and 888 catalyst types from USPTO. The task is: Predict which catalyst facilitates the given reaction. (1) Reactant: [F:1][C:2]1[CH:9]=[CH:8][C:7]([NH:10][NH2:11])=[CH:6][C:3]=1[C:4]#[N:5].C1(C)C=CC(S(O)(=O)=O)=CC=1.[Cl:23][C:24]1[CH:25]=[C:26]([CH:34]([C:37](=O)[C:38]([F:41])([F:40])[F:39])[C:35]#[N:36])[CH:27]=[C:28]([C:30]([F:33])([F:32])[F:31])[CH:29]=1. Product: [NH2:36][C:35]1[N:10]([C:7]2[CH:8]=[CH:9][C:2]([F:1])=[C:3]([CH:6]=2)[C:4]#[N:5])[N:11]=[C:37]([C:38]([F:39])([F:41])[F:40])[C:34]=1[C:26]1[CH:27]=[C:28]([C:30]([F:31])([F:32])[F:33])[CH:29]=[C:24]([Cl:23])[CH:25]=1. The catalyst class is: 11. (2) Reactant: [Cl:1][C:2]1[N:10]=[C:9]2[C:5]([NH:6][C:7]([S:11]([CH3:14])(=[O:13])=[O:12])=[N:8]2)=[CH:4][N:3]=1.C(N(CC)C(C)C)(C)C.[CH3:24][Si:25]([CH3:32])([CH3:31])[CH2:26][CH2:27][O:28][CH2:29]Cl.CCOC(C)=O. Product: [Cl:1][C:2]1[N:10]=[C:9]2[C:5]([N:6]([CH2:29][O:28][CH2:27][CH2:26][Si:25]([CH3:32])([CH3:31])[CH3:24])[C:7]([S:11]([CH3:14])(=[O:13])=[O:12])=[N:8]2)=[CH:4][N:3]=1. The catalyst class is: 3. (3) Reactant: C([O:3][C:4](=[O:39])[CH2:5][C:6]1[CH:7]=[C:8]([C:15]2[CH:20]=[CH:19][C:18]([C:21]([F:24])([F:23])[F:22])=[CH:17][C:16]=2[CH2:25][N:26]2[C@@H:30]([CH3:31])[C@@H:29]([C:32]3[CH:37]=[CH:36][CH:35]=[CH:34][CH:33]=3)[O:28][C:27]2=[O:38])[C:9]([O:12][CH2:13][CH3:14])=[CH:10][CH:11]=1)C.[OH-].[Li+]. Product: [CH2:13]([O:12][C:9]1[C:8]([C:15]2[CH:20]=[CH:19][C:18]([C:21]([F:22])([F:23])[F:24])=[CH:17][C:16]=2[CH2:25][N:26]2[C@@H:30]([CH3:31])[C@@H:29]([C:32]3[CH:33]=[CH:34][CH:35]=[CH:36][CH:37]=3)[O:28][C:27]2=[O:38])=[CH:7][C:6]([CH2:5][C:4]([OH:39])=[O:3])=[CH:11][CH:10]=1)[CH3:14]. The catalyst class is: 5. (4) Reactant: I[C:2]1[N:3]=[C:4]([C@@H:7]2[CH2:11][C@H:10]([CH3:12])[CH2:9][N:8]2[C:13]([O:15][C:16]([CH3:19])([CH3:18])[CH3:17])=[O:14])[NH:5][CH:6]=1.[CH3:20][C@@H:21]1[CH2:25][N:24]([C:26]([O:28][C:29]([CH3:32])([CH3:31])[CH3:30])=[O:27])[C@H:23]([C:33]2[NH:37][C:36]3C=C[C:40]([C:42]4[CH:47]=[CH:46][C:45]([C:48]#[C:49][Si](C)(C)C)=[CH:44][CH:43]=4)=[CH:41][C:35]=3[N:34]=2)[CH2:22]1.C(Cl)Cl.[CH2:57]1CCN2C(=NCCC2)C[CH2:58]1.O. Product: [C:16]([O:15][C:13]([N:8]1[CH2:9][C@@H:10]([CH3:12])[CH2:11][C@H:7]1[C:4]1[NH:5][C:6]2[CH:57]=[CH:58][C:48]([C:45]3[CH:46]=[CH:47][C:42]([C:40]#[C:41][C:35]4[N:34]=[C:33]([C@@H:23]5[CH2:22][C@H:21]([CH3:20])[CH2:25][N:24]5[C:26]([O:28][C:29]([CH3:32])([CH3:30])[CH3:31])=[O:27])[NH:37][CH:36]=4)=[CH:43][CH:44]=3)=[CH:49][C:2]=2[N:3]=1)=[O:14])([CH3:19])([CH3:18])[CH3:17]. The catalyst class is: 122.